This data is from Experimentally validated miRNA-target interactions with 360,000+ pairs, plus equal number of negative samples. The task is: Binary Classification. Given a miRNA mature sequence and a target amino acid sequence, predict their likelihood of interaction. (1) The miRNA is hsa-miR-1233-3p with sequence UGAGCCCUGUCCUCCCGCAG. The protein sequence of the target gene is MVKQTIQIFARVKPPVRKHQQGIYSIDEDEKLIPSLEIILPRDLADGFVNNKRESYKFKFQRIFDQDANQETVFENIAKPVAGSVLAGYNGTIFAYGQTGSGKTFTITGGAERYSDRGIIPRTLSYIFEQLQKDSSKIYTTHISYLEIYNECGYDLLDPRHEASSLEDLPKVTILEDPDQNIHLKNLTLHQATTEEEALNLLFLGDTNRMIAETPMNQASTRSHCIFTIHLSSKEPGSATVRHAKLHLVDLAGSERVAKTGVGGHLLTEAKYINLSLHYLEQVIIALSEKHRSHIPYRNS.... Result: 1 (interaction). (2) The protein sequence of the target gene is MIPRKRYGSKNTDQGVYLGLSKTQVLSPATAGSSSSDIAPLPPPVTLVPPPPDTMSCRDRTQEFLSACKSLQTRQNGIQTNKPALRAVRQRSEFTLMAKRIGKDLSNTFAKLEKLTILAKRKSLFDDKAVEIEELTYIIKQDINSLNKQIAQLQDFVRAKGSQSGRHLQTHSNTIVVSLQSKLASMSNDFKSVLEVRTENLKQQRSRREQFSRAPVSALPLAPNHLGGGAVVLGAESHASKDVAIDMMDSRTSQQLQLIDEQDSYIQSRADTMQNIESTIVELGSIFQQLAHMVKEQEET.... Result: 0 (no interaction). The miRNA is hsa-miR-1825 with sequence UCCAGUGCCCUCCUCUCC.